From a dataset of Forward reaction prediction with 1.9M reactions from USPTO patents (1976-2016). Predict the product of the given reaction. (1) Given the reactants C(Cl)Cl.[N+](C1C=C([N+]([O-])=O)C=CC=1N[C:17](=[O:24])[C:18]1[CH:23]=[CH:22][CH:21]=[CH:20][CH:19]=1)([O-])=O, predict the reaction product. The product is: [C:17]([C:18]1[CH:19]=[CH:20][CH:21]=[CH:22][CH:23]=1)(=[O:24])[C:18]1[CH:23]=[CH:22][CH:21]=[CH:20][CH:19]=1. (2) Given the reactants O[CH2:2][CH2:3][CH2:4][CH2:5][CH2:6][CH2:7][CH2:8][CH2:9][CH2:10][CH2:11][CH2:12][C:13]([O:15][CH2:16][CH3:17])=[O:14].C1C=CC(P(C2C=CC=CC=2)C2C=CC=CC=2)=CC=1.C1C(=O)N([Br:44])C(=O)C1, predict the reaction product. The product is: [Br:44][CH2:2][CH2:3][CH2:4][CH2:5][CH2:6][CH2:7][CH2:8][CH2:9][CH2:10][CH2:11][CH2:12][C:13]([O:15][CH2:16][CH3:17])=[O:14]. (3) Given the reactants [CH3:1][O:2][C:3]([C:5]1[C:6]2[CH2:7][C:8]([CH3:24])([CH3:23])[CH:9]([C:16]3[CH:21]=[CH:20][CH:19]=[C:18](Br)[CH:17]=3)[NH:10][C:11]=2[C:12]([Cl:15])=[CH:13][CH:14]=1)=[O:4].[NH:25]1[CH2:30][CH2:29][O:28][CH2:27][CH2:26]1.Cl.CN(C)CC(O)=O.C(=O)([O-])[O-].[K+].[K+], predict the reaction product. The product is: [CH3:1][O:2][C:3]([C:5]1[C:6]2[CH2:7][C:8]([CH3:24])([CH3:23])[CH:9]([C:16]3[CH:21]=[CH:20][CH:19]=[C:18]([N:25]4[CH2:30][CH2:29][O:28][CH2:27][CH2:26]4)[CH:17]=3)[NH:10][C:11]=2[C:12]([Cl:15])=[CH:13][CH:14]=1)=[O:4]. (4) The product is: [CH:1]1([N:7]2[C:12]([OH:13])=[C:11]([C:31]([NH:30][CH2:33][C:34]([OH:36])=[O:35])=[O:32])[C:10](=[O:14])[N:9]([C:15]([CH3:19])([CH3:18])[CH2:16][CH3:17])[C:8]2=[O:20])[CH2:2][CH2:3][CH2:4][CH2:5][CH2:6]1. Given the reactants [CH:1]1([N:7]2[C:12](=[O:13])[CH2:11][C:10](=[O:14])[N:9]([C:15]([CH3:19])([CH3:18])[CH2:16][CH3:17])[C:8]2=[O:20])[CH2:6][CH2:5][CH2:4][CH2:3][CH2:2]1.C(N(C(C)C)CC)(C)C.[N:30]([CH2:33][C:34]([O:36]CC)=[O:35])=[C:31]=[O:32], predict the reaction product. (5) Given the reactants [C:1]([O:5][C:6]([N:8]1[CH2:13][CH2:12][CH:11]([C:14]2[CH:19]=[CH:18][C:17]([NH:20][C:21]3[N:26]=[C:25]([CH2:27][CH2:28][C:29]4[C:34]([CH2:35][C:36]([O-:38])=O)=[CH:33][N:32]=[CH:31][N:30]=4)[C:24]([C:39]([F:42])([F:41])[F:40])=[CH:23][N:22]=3)=[CH:16][CH:15]=2)[CH2:10][CH2:9]1)=[O:7])([CH3:4])([CH3:3])[CH3:2].[Li+].O[N:45]1C2C=CC=CC=2N=N1.CCN=C=NCCCN(C)C.Cl.C(N(CC)C(C)C)(C)C.C(=O)([O-])[O-].[NH4+].[NH4+], predict the reaction product. The product is: [NH2:45][C:36](=[O:38])[CH2:35][C:34]1[C:29]([CH2:28][CH2:27][C:25]2[C:24]([C:39]([F:41])([F:40])[F:42])=[CH:23][N:22]=[C:21]([NH:20][C:17]3[CH:18]=[CH:19][C:14]([CH:11]4[CH2:10][CH2:9][N:8]([C:6]([O:5][C:1]([CH3:3])([CH3:4])[CH3:2])=[O:7])[CH2:13][CH2:12]4)=[CH:15][CH:16]=3)[N:26]=2)=[N:30][CH:31]=[N:32][CH:33]=1. (6) Given the reactants [N:1]([O-])=O.[Na+].[CH2:5]([C:9]1[CH:15]=[CH:14][C:12]([NH2:13])=[CH:11][CH:10]=1)[CH2:6][CH2:7][CH3:8].[Sn](Cl)(Cl)(Cl)Cl, predict the reaction product. The product is: [CH2:5]([C:9]1[CH:10]=[CH:11][C:12]([NH:13][NH2:1])=[CH:14][CH:15]=1)[CH2:6][CH2:7][CH3:8].